This data is from Full USPTO retrosynthesis dataset with 1.9M reactions from patents (1976-2016). The task is: Predict the reactants needed to synthesize the given product. Given the product [C:1]([O:5][C:6]([N:8]1[CH2:13][CH2:12][N:11]([C:14]2[CH:15]=[C:16]3[C:20](=[CH:21][CH:22]=2)[NH:19][CH:18]=[C:17]3[C:32]#[N:33])[CH:10]([CH2:34][C:35]2[CH:36]=[CH:37][CH:38]=[CH:39][CH:40]=2)[CH2:9]1)=[O:7])([CH3:4])([CH3:2])[CH3:3], predict the reactants needed to synthesize it. The reactants are: [C:1]([O:5][C:6]([N:8]1[CH2:13][CH2:12][N:11]([C:14]2[CH:15]=[C:16]3[C:20](=[CH:21][CH:22]=2)[N:19](S(C2C=CC=CC=2)(=O)=O)[CH:18]=[C:17]3[C:32]#[N:33])[CH:10]([CH2:34][C:35]2[CH:40]=[CH:39][CH:38]=[CH:37][CH:36]=2)[CH2:9]1)=[O:7])([CH3:4])([CH3:3])[CH3:2].C([O-])([O-])=O.[K+].[K+].